Dataset: Forward reaction prediction with 1.9M reactions from USPTO patents (1976-2016). Task: Predict the product of the given reaction. (1) Given the reactants [C:1]([O:5][C:6](=[O:22])[NH:7][CH2:8][CH:9]([CH:19]1[CH2:21][CH2:20]1)[NH:10]C(C1C=CC=CC=1)C)([CH3:4])([CH3:3])[CH3:2], predict the reaction product. The product is: [C:1]([O:5][C:6](=[O:22])[NH:7][CH2:8][CH:9]([NH2:10])[CH:19]1[CH2:20][CH2:21]1)([CH3:4])([CH3:2])[CH3:3]. (2) The product is: [C:8]([O:7][C:6]([NH:5][CH2:4][C:3]([CH3:14])([CH3:13])[CH2:2][N:15]1[C:19]2=[N:20][C:21]([C:24]([O:26][CH2:27][CH3:28])=[O:25])=[CH:22][CH:23]=[C:18]2[CH:17]=[C:16]1[C:29]([O:31][CH2:32][CH3:33])=[O:30])=[O:12])([CH3:11])([CH3:10])[CH3:9]. Given the reactants O[CH2:2][C:3]([CH3:14])([CH3:13])[CH2:4][NH:5][C:6](=[O:12])[O:7][C:8]([CH3:11])([CH3:10])[CH3:9].[NH:15]1[C:19]2=[N:20][C:21]([C:24]([O:26][CH2:27][CH3:28])=[O:25])=[CH:22][CH:23]=[C:18]2[CH:17]=[C:16]1[C:29]([O:31][CH2:32][CH3:33])=[O:30].C1(P(C2C=CC=CC=2)C2C=CC=CC=2)C=CC=CC=1.N(C(OC(C)C)=O)=NC(OC(C)C)=O, predict the reaction product. (3) Given the reactants [NH:1]1[CH2:6][CH2:5][O:4][CH2:3][CH2:2]1.[CH:7]1([C:10]2[C:15]([C:16]([N:18]3[CH2:22][CH2:21][CH:20]([C:23]4[CH:24]=[N:25][CH:26]=[CH:27][CH:28]=4)[CH2:19]3)=[O:17])=[CH:14][N:13]=[C:12](S(C)(=O)=O)[N:11]=2)[CH2:9][CH2:8]1.C1C[O:36]CC1, predict the reaction product. The product is: [CH:7]1([C:10]2[C:15]([C:16]([N:18]3[CH2:22][CH2:21][CH:20]([C:23]4[CH:24]=[N:25][CH:26]=[CH:27][CH:28]=4)[CH2:19]3)=[O:17])=[CH:14][N:13]=[C:12]([N:1]3[CH2:6][CH2:5][O:4][CH2:3][CH2:2]3)[N:11]=2)[CH2:8][CH2:9]1.[CH:7]1([C:10]2[C:15]([C:16]([N:18]3[CH2:22][CH2:21][CH:20]([C:23]4[CH:24]=[N+:25]([O-:36])[CH:26]=[CH:27][CH:28]=4)[CH2:19]3)=[O:17])=[CH:14][N:13]=[C:12]([N:1]3[CH2:6][CH2:5][O:4][CH2:3][CH2:2]3)[N:11]=2)[CH2:9][CH2:8]1.